This data is from Forward reaction prediction with 1.9M reactions from USPTO patents (1976-2016). The task is: Predict the product of the given reaction. Given the reactants [OH:1][C:2]1[CH:11]=[C:10]2[C:5]([N:6]=[C:7]([N:21]3[CH2:25][CH2:24][CH2:23][C@@H:22]3[CH3:26])[C:8]([C:12]3[CH:13]=[C:14]4[C:18](=[CH:19][CH:20]=3)[NH:17][N:16]=[CH:15]4)=[N:9]2)=[CH:4][C:3]=1[C:27]([O:29]C)=[O:28].[OH-].[Na+].O, predict the reaction product. The product is: [OH:1][C:2]1[CH:11]=[C:10]2[C:5]([N:6]=[C:7]([N:21]3[CH2:25][CH2:24][CH2:23][C@@H:22]3[CH3:26])[C:8]([C:12]3[CH:13]=[C:14]4[C:18](=[CH:19][CH:20]=3)[NH:17][N:16]=[CH:15]4)=[N:9]2)=[CH:4][C:3]=1[C:27]([OH:29])=[O:28].